This data is from Full USPTO retrosynthesis dataset with 1.9M reactions from patents (1976-2016). The task is: Predict the reactants needed to synthesize the given product. (1) Given the product [Cl:3][C:4]1[CH:5]=[C:6]([C:11]2([C:31]([F:33])([F:32])[F:34])[O:15][N:14]=[C:13]([C:16]3[CH:29]=[CH:28][C:19]([C:20]([N:22]([CH:23]4[CH2:27][CH2:26][CH2:25][O:24]4)[C:36](=[O:37])[O:38][CH3:39])=[O:21])=[C:18]([CH3:30])[CH:17]=3)[CH2:12]2)[CH:7]=[C:8]([Cl:10])[CH:9]=1, predict the reactants needed to synthesize it. The reactants are: [H-].[Na+].[Cl:3][C:4]1[CH:5]=[C:6]([C:11]2([C:31]([F:34])([F:33])[F:32])[O:15][N:14]=[C:13]([C:16]3[CH:29]=[CH:28][C:19]([C:20]([NH:22][CH:23]4[CH2:27][CH2:26][CH2:25][O:24]4)=[O:21])=[C:18]([CH3:30])[CH:17]=3)[CH2:12]2)[CH:7]=[C:8]([Cl:10])[CH:9]=1.Cl[C:36]([O:38][CH3:39])=[O:37]. (2) The reactants are: [F:1][C:2]1[CH:3]=[CH:4][C:5]2[O:9][CH:8]=[CH:7][C:6]=2[CH:10]=1. Given the product [F:1][C:2]1[CH:3]=[CH:4][C:5]2[O:9][CH2:8][CH2:7][C:6]=2[CH:10]=1, predict the reactants needed to synthesize it. (3) Given the product [CH:4]12[CH2:7][CH2:8][CH:1]([CH2:6][CH2:5]1)[C:2](=[O:9])[C:3]2=[O:12], predict the reactants needed to synthesize it. The reactants are: [CH:1]12[CH2:8][CH2:7][CH:4]([CH2:5][CH2:6]1)[CH2:3][C:2]2=[O:9].C(O)(=[O:12])C. (4) Given the product [OH:22][C:23]([CH3:57])([CH3:56])[CH2:24][CH2:25][CH2:26][C@H:27]([C@@H:45]1[C@:53]2([CH3:54])[C@H:48]([C:49](=[O:55])[CH2:50][CH2:51][CH2:52]2)[CH2:47][CH2:46]1)[CH2:28][CH2:29][C@@H:30]1[C:34]([CH3:36])([CH3:35])[O:33][CH:32]([C:37]2[CH:38]=[CH:39][C:40]([O:43][CH3:44])=[CH:41][CH:42]=2)[O:31]1, predict the reactants needed to synthesize it. The reactants are: [Cr](O[Cr]([O-])(=O)=O)([O-])(=O)=O.[NH+]1C=CC=CC=1.[NH+]1C=CC=CC=1.[OH:22][C:23]([CH3:57])([CH3:56])[CH2:24][CH2:25][CH2:26][C@H:27]([C@@H:45]1[C@:53]2([CH3:54])[C@H:48]([C@@H:49]([OH:55])[CH2:50][CH2:51][CH2:52]2)[CH2:47][CH2:46]1)[CH2:28][CH2:29][C@@H:30]1[C:34]([CH3:36])([CH3:35])[O:33][CH:32]([C:37]2[CH:42]=[CH:41][C:40]([O:43][CH3:44])=[CH:39][CH:38]=2)[O:31]1.CO.C(Cl)(Cl)Cl. (5) Given the product [F:24][C:21]1[CH:22]=[CH:23][C:18]([CH2:17][O:3][C:4]2[C:13]3[C:8](=[CH:9][CH:10]=[CH:11][CH:12]=3)[C:7]([CH:14]=[O:15])=[CH:6][CH:5]=2)=[CH:19][CH:20]=1, predict the reactants needed to synthesize it. The reactants are: [H-].[Na+].[OH:3][C:4]1[C:13]2[C:8](=[CH:9][CH:10]=[CH:11][CH:12]=2)[C:7]([CH:14]=[O:15])=[CH:6][CH:5]=1.Br[CH2:17][C:18]1[CH:23]=[CH:22][C:21]([F:24])=[CH:20][CH:19]=1.Cl. (6) Given the product [Br:1][C:2]1[CH:7]=[CH:6][C:5]([C:8]2[C:9]([C:10]3[CH:15]=[CH:14][N:13]=[CH:12][CH:11]=3)=[CH:22][N:19]=[CH:18][N:20]=2)=[CH:4][CH:3]=1, predict the reactants needed to synthesize it. The reactants are: [Br:1][C:2]1[CH:7]=[CH:6][C:5]([C:8](=O)[CH2:9][C:10]2[CH:15]=[CH:14][N:13]=[CH:12][CH:11]=2)=[CH:4][CH:3]=1.Cl.[CH:18](=[NH:20])[NH2:19].[Na].[CH3:22]C[O-].[Na+]. (7) Given the product [N:19]1[CH:20]=[CH:21][CH:22]=[C:17]([C:14]2[CH:15]=[C:16]3[C:8]([C:5]4[CH:4]=[CH:3][C:2]([N:29]5[CH2:34][CH2:33][CH2:32][C@@H:31]([NH:35][C:36](=[O:42])[O:37][C:38]([CH3:40])([CH3:39])[CH3:41])[CH2:30]5)=[N:7][CH:6]=4)=[N:9][N:10]([CH:23]4[CH2:28][CH2:27][CH2:26][CH2:25][O:24]4)[C:11]3=[CH:12][N:13]=2)[CH:18]=1, predict the reactants needed to synthesize it. The reactants are: F[C:2]1[N:7]=[CH:6][C:5]([C:8]2[C:16]3[C:11](=[CH:12][N:13]=[C:14]([C:17]4[CH:18]=[N:19][CH:20]=[CH:21][CH:22]=4)[CH:15]=3)[N:10]([CH:23]3[CH2:28][CH2:27][CH2:26][CH2:25][O:24]3)[N:9]=2)=[CH:4][CH:3]=1.[NH:29]1[CH2:34][CH2:33][CH2:32][C@@H:31]([NH:35][C:36](=[O:42])[O:37][C:38]([CH3:41])([CH3:40])[CH3:39])[CH2:30]1.CS(C)=O. (8) Given the product [NH2:2][CH:1]([C:3]1([C:8]2[CH:9]=[CH:10][C:11]([F:14])=[CH:12][CH:13]=2)[CH2:7][CH:6]=[CH:5][CH2:4]1)[CH2:15][CH3:16], predict the reactants needed to synthesize it. The reactants are: [C:1]([C:3]1([C:8]2[CH:13]=[CH:12][C:11]([F:14])=[CH:10][CH:9]=2)[CH2:7][CH:6]=[CH:5][CH2:4]1)#[N:2].[CH2:15]([Mg]Br)[CH3:16].[BH4-].[Na+].[OH-].[Na+].